Task: Predict the reactants needed to synthesize the given product.. Dataset: Full USPTO retrosynthesis dataset with 1.9M reactions from patents (1976-2016) (1) Given the product [F:1][C:2]1[CH:3]=[C:4]([C:22]2[CH:26]=[CH:25][NH:24][CH:23]=2)[C:5]2[O:9][C:8]([C:10](=[O:12])[CH3:11])=[C:7]([CH2:13][C:14]3[CH:19]=[CH:18][CH:17]=[C:16]([F:20])[CH:15]=3)[C:6]=2[CH:21]=1, predict the reactants needed to synthesize it. The reactants are: [F:1][C:2]1[CH:3]=[C:4]([C:22]2[CH:26]=[CH:25][N:24]([Si](C(C)C)(C(C)C)C(C)C)[CH:23]=2)[C:5]2[O:9][C:8]([C:10](=[O:12])[CH3:11])=[C:7]([CH2:13][C:14]3[CH:19]=[CH:18][CH:17]=[C:16]([F:20])[CH:15]=3)[C:6]=2[CH:21]=1.O.[F-].C([N+](CCCC)(CCCC)CCCC)CCC. (2) Given the product [CH2:18]([NH:17][C:15]([CH:14]([C:20]1[CH:21]=[CH:22][CH:23]=[CH:24][CH:25]=1)[N:11]1[CH2:12][CH2:13][N:8]([C:5]2[CH:6]=[CH:7][C:2]([NH:1][C:31](=[O:32])[CH2:30][CH2:29][CH:28]([CH3:34])[CH3:27])=[CH:3][C:4]=2[F:26])[CH2:9][CH2:10]1)=[O:16])[CH3:19], predict the reactants needed to synthesize it. The reactants are: [NH2:1][C:2]1[CH:7]=[CH:6][C:5]([N:8]2[CH2:13][CH2:12][N:11]([CH:14]([C:20]3[CH:25]=[CH:24][CH:23]=[CH:22][CH:21]=3)[C:15]([NH:17][CH2:18][CH3:19])=[O:16])[CH2:10][CH2:9]2)=[C:4]([F:26])[CH:3]=1.[CH3:27][CH:28]([CH3:34])[CH2:29][CH2:30][C:31](Cl)=[O:32]. (3) The reactants are: C1(C([NH:20][C@H:21]2[CH2:27][CH2:26][CH2:25][CH2:24][N:23]([C:28]([O:30][C:31]([CH3:34])([CH3:33])[CH3:32])=[O:29])[CH2:22]2)(C2C=CC=CC=2)C2C=CC=CC=2)C=CC=CC=1.CO.[H][H]. Given the product [NH2:20][C@H:21]1[CH2:27][CH2:26][CH2:25][CH2:24][N:23]([C:28]([O:30][C:31]([CH3:34])([CH3:33])[CH3:32])=[O:29])[CH2:22]1, predict the reactants needed to synthesize it. (4) Given the product [C:33]([OH:39])([C:35]([F:38])([F:37])[F:36])=[O:34].[NH2:5][CH2:9][CH:10]([NH:18][C:19]([C:21]1[S:22][C:23]([C:26]2[N:30]([CH2:31][CH3:32])[N:29]=[CH:28][CH:27]=2)=[CH:24][CH:25]=1)=[O:20])[CH2:11][C:12]1[CH:17]=[CH:16][CH:15]=[CH:14][CH:13]=1, predict the reactants needed to synthesize it. The reactants are: CC([N:5]([CH2:9][CH:10]([NH:18][C:19]([C:21]1[S:22][C:23]([C:26]2[N:30]([CH2:31][CH3:32])[N:29]=[CH:28][CH:27]=2)=[CH:24][CH:25]=1)=[O:20])[CH2:11][C:12]1[CH:17]=[CH:16][CH:15]=[CH:14][CH:13]=1)C(=O)[O-])(C)C.[C:33]([OH:39])([C:35]([F:38])([F:37])[F:36])=[O:34]. (5) Given the product [Cl-:21].[CH:14]([C:16]1[CH:23]=[CH:22][C:19]([CH2:20][N+:2]([CH2:3][CH2:4][CH2:5][CH2:6][CH2:7][CH2:8][CH2:9][CH2:10][CH2:11][CH3:12])([CH3:1])[CH3:13])=[CH:18][CH:17]=1)=[CH2:15], predict the reactants needed to synthesize it. The reactants are: [CH3:1][N:2]([CH3:13])[CH2:3][CH2:4][CH2:5][CH2:6][CH2:7][CH2:8][CH2:9][CH2:10][CH2:11][CH3:12].[CH:14]([C:16]1[CH:23]=[CH:22][C:19]([CH2:20][Cl:21])=[CH:18][CH:17]=1)=[CH2:15].